Dataset: Full USPTO retrosynthesis dataset with 1.9M reactions from patents (1976-2016). Task: Predict the reactants needed to synthesize the given product. (1) The reactants are: [C:1]([NH:4][NH:5][C:6]1[CH:11]=[CH:10][CH:9]=[CH:8][CH:7]=1)(=[O:3])[CH3:2].Br[CH:13]([OH:15])[CH3:14].C(N(C(C)C)CC)(C)C. Given the product [C:1]([NH:4][N:5]([CH2:14][CH2:13][OH:15])[C:6]1[CH:11]=[CH:10][CH:9]=[CH:8][CH:7]=1)(=[O:3])[CH3:2], predict the reactants needed to synthesize it. (2) The reactants are: [F:1][C:2]1[C:3]([NH:12][C:13]2[CH:18]=[CH:17][C:16]([I:19])=[CH:15][C:14]=2[F:20])=[C:4]([CH:8]=[CH:9][C:10]=1[F:11])[C:5](O)=[O:6].N1C=CC=CC=1.N1C(F)=NC(F)=NC=1[F:29]. Given the product [F:1][C:2]1[C:3]([NH:12][C:13]2[CH:18]=[CH:17][C:16]([I:19])=[CH:15][C:14]=2[F:20])=[C:4]([CH:8]=[CH:9][C:10]=1[F:11])[C:5]([F:29])=[O:6], predict the reactants needed to synthesize it. (3) Given the product [CH2:10]([CH:1]([S:6]([NH2:16])(=[O:8])=[O:7])[CH2:2][CH2:3][CH2:4][CH3:5])[CH2:11][CH3:12], predict the reactants needed to synthesize it. The reactants are: [CH2:1]([S:6](Cl)(=[O:8])=[O:7])[CH2:2][CH2:3][CH2:4][CH3:5].[CH2:10](N)[CH2:11][CH3:12].C([N:16](C(C)C)C(C)C)C. (4) Given the product [C:1]1([C@H:7]([O:23][C:24]2[CH:25]=[CH:26][C:27]([C:30]([F:31])([F:32])[F:33])=[CH:28][CH:29]=2)[CH2:8][CH2:9][CH2:10][CH2:11][NH2:12])[CH:6]=[CH:5][CH:4]=[CH:3][CH:2]=1, predict the reactants needed to synthesize it. The reactants are: [C:1]1([C@H:7]([O:23][C:24]2[CH:29]=[CH:28][C:27]([C:30]([F:33])([F:32])[F:31])=[CH:26][CH:25]=2)[CH2:8][CH2:9][CH2:10][CH2:11][N:12]2C(=O)C3C(=CC=CC=3)C2=O)[CH:6]=[CH:5][CH:4]=[CH:3][CH:2]=1.O.NN. (5) Given the product [NH2:26][C:11]1[CH:10]=[C:9]([Cl:8])[C:21]([C:22]([F:25])([F:23])[F:24])=[CH:20][C:12]=1[C:13]([OH:15])=[O:14], predict the reactants needed to synthesize it. The reactants are: FC(F)(F)C(O)=O.[Cl:8][C:9]1[C:21]([C:22]([F:25])([F:24])[F:23])=[CH:20][C:12]([C:13]([O:15]C(C)(C)C)=[O:14])=[C:11]([NH:26]C(OC(C)(C)C)=O)[CH:10]=1.